Dataset: Reaction yield outcomes from USPTO patents with 853,638 reactions. Task: Predict the reaction yield, written as a fraction of the theoretical maximum amount of product (1.0 means a 100% yield; for example, 0.34 means a 34% yield). (1) The reactants are Br.Br[CH2:3][C:4]1[N:5]=[C:6]2[C:11](=[N:12][CH:13]=1)[N:10]=[C:9]([NH2:14])[N:8]=[C:7]2[NH2:15].[C:16]([O:20][C:21](=[O:32])[CH:22]([NH2:31])[CH2:23][C:24]1[CH:29]=[CH:28][C:27]([OH:30])=[CH:26][CH:25]=1)([CH3:19])([CH3:18])[CH3:17].C(=O)(O)[O-]. The catalyst is CN(C)C(=O)C. The product is [C:16]([O:20][C:21](=[O:32])[CH:22]([NH:31][CH2:3][C:4]1[N:5]=[C:6]2[C:11](=[N:12][CH:13]=1)[N:10]=[C:9]([NH2:14])[N:8]=[C:7]2[NH2:15])[CH2:23][C:24]1[CH:25]=[CH:26][C:27]([OH:30])=[CH:28][CH:29]=1)([CH3:19])([CH3:17])[CH3:18]. The yield is 0.710. (2) The reactants are Cl[C:2]1[N:7]=[CH:6][N:5]=[C:4]([NH:8][C@H:9]2[CH2:13][C@H:12]([OH:14])[C@H:11]([CH2:15][OH:16])[CH2:10]2)[CH:3]=1.ClC1N=CN=C(N[C@H]2C[C@@H]3OC(C4C=CC(OC)=CC=4)OC[C@@H]3C2)C=1.[NH2:42][C@@H:43]1[C:51]2[C:46](=[CH:47][CH:48]=[CH:49][CH:50]=2)[CH2:45][CH2:44]1. The catalyst is C(O)CCC. The product is [C@@H:43]1([NH:42][C:2]2[N:7]=[CH:6][N:5]=[C:4]([NH:8][C@H:9]3[CH2:13][C@H:12]([OH:14])[C@H:11]([CH2:15][OH:16])[CH2:10]3)[CH:3]=2)[C:51]2[C:46](=[CH:47][CH:48]=[CH:49][CH:50]=2)[CH2:45][CH2:44]1. The yield is 0.630. (3) The product is [Cl:9][C:10]1[CH:15]=[C:14]([C:2]2[N:7]=[CH:6][N:5]=[C:4]([NH2:8])[CH:3]=2)[CH:13]=[CH:12][CH:11]=1. The reactants are Cl[C:2]1[N:7]=[CH:6][N:5]=[C:4]([NH2:8])[CH:3]=1.[Cl:9][C:10]1[CH:11]=[C:12](B(O)O)[CH:13]=[CH:14][CH:15]=1.C([O-])([O-])=O.[Na+].[Na+]. The yield is 0.910. The catalyst is COCCOC.CCO.O.Cl[Pd](Cl)([P](C1C=CC=CC=1)(C1C=CC=CC=1)C1C=CC=CC=1)[P](C1C=CC=CC=1)(C1C=CC=CC=1)C1C=CC=CC=1. (4) The reactants are Cl.C(OC([N:9]1[CH:14]([C:15]2[NH:19][C:18]3[CH:20]=[C:21]([C:24]4[CH:25]=[CH:26][C:27]5[C:31]6[CH:32]=[CH:33][C:34]([C:36]7[NH:37][C:38]([CH:41]8[CH2:45][CH2:44][CH2:43][N:42]8C(OC(C)(C)C)=O)=[N:39][CH:40]=7)=[CH:35][C:30]=6[S:29][C:28]=5[CH:53]=4)[CH:22]=[CH:23][C:17]=3[N:16]=2)[CH:13]2[CH2:54][CH:10]1[CH2:11][CH2:12]2)=O)(C)(C)C.[CH3:55][O:56][C:57]([NH:59][CH:60]([CH:64]([CH3:66])[CH3:65])[C:61](O)=[O:62])=[O:58].C[N:68]1[CH2:73][CH2:72][O:71]CC1.CN(C(ON1N=N[C:84]2[CH:85]=CC=N[C:83]1=2)=[N+](C)C)C.F[P-](F)(F)(F)(F)F.[C:98]([O:101][CH2:102]C)(=[O:100])C. The catalyst is O1CCOCC1.C(Cl)Cl. The product is [CH3:102][O:101][C:98](=[O:100])[NH:68][CH:73]([C:72]([N:42]1[CH2:43][CH2:44][CH2:45][CH:41]1[C:38]1[NH:37][C:36]([C:34]2[CH:33]=[CH:32][C:31]3[C:27]4[CH:26]=[CH:25][C:24]([C:21]5[CH:22]=[CH:23][C:17]6[N:16]=[C:15]([CH:14]7[CH:13]8[CH2:54][CH:10]([CH2:11][CH2:12]8)[N:9]7[C:61](=[O:62])[CH:60]([NH:59][C:57]([O:56][CH3:55])=[O:58])[CH:64]([CH3:66])[CH3:65])[NH:19][C:18]=6[CH:20]=5)=[CH:53][C:28]=4[S:29][C:30]=3[CH:35]=2)=[CH:40][N:39]=1)=[O:71])[CH:84]([CH3:85])[CH3:83]. The yield is 0.590. (5) The reactants are C([O-])([O-])=O.[K+].[K+].[OH:7][C@@H:8]([C@@:10]1([CH3:31])[C@H:14]([C:15]2[CH:20]=[CH:19][C:18]([O:21][CH3:22])=[C:17]([OH:23])[CH:16]=2)[CH2:13][N:12]([C:24](=[O:30])[CH2:25][S:26][C:27](=[O:29])[CH3:28])[CH2:11]1)[CH3:9].[CH:32]1([CH2:35]Br)[CH2:34][CH2:33]1. The catalyst is CN(C=O)C.O. The product is [OH:7][C@@H:8]([C@@:10]1([CH3:31])[C@H:14]([C:15]2[CH:20]=[CH:19][C:18]([O:21][CH3:22])=[C:17]([O:23][CH2:35][CH:32]3[CH2:34][CH2:33]3)[CH:16]=2)[CH2:13][N:12]([C:24](=[O:30])[CH2:25][S:26][C:27](=[O:29])[CH3:28])[CH2:11]1)[CH3:9]. The yield is 0.360. (6) The reactants are [C:1]([O:5][C:6]([N:8]1[CH2:13][CH2:12][N:11]([C:14]2[CH:15]=[N:16][C:17]([N+:20]([O-])=O)=[CH:18][CH:19]=2)[CH2:10][CH2:9]1)=[O:7])([CH3:4])([CH3:3])[CH3:2].[H][H]. The catalyst is C(O)C.C(OCC)(=O)C.[Pd]. The product is [C:1]([O:5][C:6]([N:8]1[CH2:13][CH2:12][N:11]([C:14]2[CH:15]=[N:16][C:17]([NH2:20])=[CH:18][CH:19]=2)[CH2:10][CH2:9]1)=[O:7])([CH3:4])([CH3:2])[CH3:3]. The yield is 0.940. (7) The reactants are [O:1]1[CH2:3][C@H:2]1[CH2:4][O:5][C:6]1[C:18]2[C:17]3[C:12](=[CH:13][CH:14]=[CH:15][CH:16]=3)[NH:11][C:10]=2[CH:9]=[CH:8][CH:7]=1.[C:19]([O:23][C:24]([N:26]1[CH2:31][CH2:30][CH:29]([NH2:32])[CH2:28][CH2:27]1)=[O:25])([CH3:22])([CH3:21])[CH3:20]. The yield is 0.570. The product is [C:19]([O:23][C:24]([N:26]1[CH2:31][CH2:30][CH:29]([NH:32][CH2:3][C@H:2]([OH:1])[CH2:4][O:5][C:6]2[C:18]3[C:17]4[C:12](=[CH:13][CH:14]=[CH:15][CH:16]=4)[NH:11][C:10]=3[CH:9]=[CH:8][CH:7]=2)[CH2:28][CH2:27]1)=[O:25])([CH3:22])([CH3:20])[CH3:21]. The catalyst is C(O)C.